Task: Predict the reaction yield, written as a fraction of the theoretical maximum amount of product (1.0 means a 100% yield; for example, 0.34 means a 34% yield).. Dataset: Reaction yield outcomes from USPTO patents with 853,638 reactions (1) The reactants are [NH2:1][C:2]1[CH:7]=[N:6][CH:5]=[CH:4][N:3]=1.[N+:8]([C:10]1[CH:19]=[CH:18][C:13]2[O:14][CH2:15][CH2:16][O:17][C:12]=2[CH:11]=1)#[C-:9].[F:20][C:21]1[C:26]([CH:27]=O)=[CH:25][CH:24]=[CH:23][N:22]=1.[Cl-].[In+3].[Cl-].[Cl-]. The catalyst is C1(C)C=CC=CC=1. The product is [O:14]1[CH2:15][CH2:16][O:17][C:12]2[CH:11]=[C:10]([NH:8][C:9]3[N:3]4[CH:4]=[CH:5][N:6]=[CH:7][C:2]4=[N:1][C:27]=3[C:26]3[C:21]([F:20])=[N:22][CH:23]=[CH:24][CH:25]=3)[CH:19]=[CH:18][C:13]1=2. The yield is 0.0300. (2) The reactants are [C:1]([N:8]1[CH2:13][CH2:12][C:11](=O)[CH2:10][CH2:9]1)([O:3][C:4]([CH3:7])([CH3:6])[CH3:5])=[O:2].[N:15]1[C:24]2[CH:23]([NH2:25])[CH2:22][CH2:21][CH2:20][C:19]=2[CH:18]=[CH:17][CH:16]=1.C(O[BH-](OC(=O)C)OC(=O)C)(=O)C.[Na+].C(O)(=O)C. The catalyst is C1COCC1. The product is [C:4]([O:3][C:1]([N:8]1[CH2:13][CH2:12][CH:11]([NH:25][CH:23]2[C:24]3[N:15]=[CH:16][CH:17]=[CH:18][C:19]=3[CH2:20][CH2:21][CH2:22]2)[CH2:10][CH2:9]1)=[O:2])([CH3:7])([CH3:6])[CH3:5]. The yield is 0.980. (3) The catalyst is C1COCC1. The product is [OH:25][C:22]1[CH:21]=[CH:20][C:19]([C@@H:7]2[C@@H:6]3[CH2:29][C@H:3]([O:2][CH3:1])[CH2:4][C@@H:5]3[C:14]3[CH:13]=[C:12]([OH:15])[CH:11]=[CH:10][C:9]=3[O:8]2)=[CH:24][CH:23]=1. The reactants are [CH3:1][O:2][CH:3]1[CH2:29][CH:6]2[CH:7]([C:19]3[CH:24]=[CH:23][C:22]([O:25]COC)=[CH:21][CH:20]=3)[O:8][C:9]3[CH:10]=[CH:11][C:12]([O:15]COC)=[CH:13][C:14]=3[CH:5]2[CH2:4]1.Cl.CCOC(C)=O.CCCCCC. The yield is 0.780.